Dataset: Full USPTO retrosynthesis dataset with 1.9M reactions from patents (1976-2016). Task: Predict the reactants needed to synthesize the given product. Given the product [Br:10][C:7]1[S:6][C:5]([C:3](=[O:4])[CH2:2][C:11]#[N:12])=[CH:9][CH:8]=1, predict the reactants needed to synthesize it. The reactants are: Br[CH2:2][C:3]([C:5]1[S:6][C:7]([Br:10])=[CH:8][CH:9]=1)=[O:4].[C-:11]#[N:12].[K+].